Dataset: Full USPTO retrosynthesis dataset with 1.9M reactions from patents (1976-2016). Task: Predict the reactants needed to synthesize the given product. Given the product [C:26]([N:6]([CH2:5][C:4]1[CH:20]=[CH:21][C:22]([O:24][CH3:25])=[CH:23][C:3]=1[O:2][CH3:1])[C:7]1[CH:12]=[CH:11][CH:10]=[CH:9][C:8]=1[O:13][C:14]1[CH:19]=[CH:18][CH:17]=[CH:16][CH:15]=1)(=[O:28])[CH3:27], predict the reactants needed to synthesize it. The reactants are: [CH3:1][O:2][C:3]1[CH:23]=[C:22]([O:24][CH3:25])[CH:21]=[CH:20][C:4]=1[CH2:5][NH:6][C:7]1[CH:12]=[CH:11][CH:10]=[CH:9][C:8]=1[O:13][C:14]1[CH:19]=[CH:18][CH:17]=[CH:16][CH:15]=1.[C:26](OC(=O)C)(=[O:28])[CH3:27].O.